This data is from Full USPTO retrosynthesis dataset with 1.9M reactions from patents (1976-2016). The task is: Predict the reactants needed to synthesize the given product. (1) Given the product [Cl:16][C:17]1[CH:32]=[CH:31][C:20]([O:21][C:22]2[CH:27]=[CH:26][C:25]([CH2:28][O:29][C:2]3[CH:14]=[C:6]4[N:7]([CH:11]5[CH2:13][CH2:12]5)[CH2:8][CH2:9][CH2:10][N:5]4[C:4](=[O:15])[N:3]=3)=[CH:24][C:23]=2[F:30])=[CH:19][C:18]=1[C:33]([F:36])([F:34])[F:35], predict the reactants needed to synthesize it. The reactants are: Cl[C:2]1[CH:14]=[C:6]2[N:7]([CH:11]3[CH2:13][CH2:12]3)[CH2:8][CH2:9][CH2:10][N:5]2[C:4](=[O:15])[N:3]=1.[Cl:16][C:17]1[CH:32]=[CH:31][C:20]([O:21][C:22]2[CH:27]=[CH:26][C:25]([CH2:28][OH:29])=[CH:24][C:23]=2[F:30])=[CH:19][C:18]=1[C:33]([F:36])([F:35])[F:34]. (2) Given the product [O:26]1[CH2:25][CH2:24][CH:23]([O:22][C:18]2[C:17]3[C:13]([O:12][CH2:11][CH:8]4[CH2:9][CH2:10][N:5]([CH2:4][C:29]5([C:35]([O:41][CH3:42])=[O:36])[CH2:34][CH2:33][CH2:32][CH2:31][CH2:30]5)[CH2:6][CH2:7]4)=[N:14][O:15][C:16]=3[CH:21]=[CH:20][CH:19]=2)[CH2:28][CH2:27]1, predict the reactants needed to synthesize it. The reactants are: C(O[CH2:4][N:5]1[CH2:10][CH2:9][CH:8]([CH2:11][O:12][C:13]2[C:17]3[C:18]([O:22][CH:23]4[CH2:28][CH2:27][O:26][CH2:25][CH2:24]4)=[CH:19][CH:20]=[CH:21][C:16]=3[O:15][N:14]=2)[CH2:7][CH2:6]1)C.[C:29]1(=[C:35]([O:41][CH3:42])[O:36][Si](C)(C)C)[CH2:34][CH2:33][CH2:32][CH2:31][CH2:30]1.COC(=C1CCOCC1)O[Si](C)(C)C. (3) Given the product [F:15][C:14]1[C:2]([F:1])=[C:3]([O:4][CH2:5][CH2:6][CH2:7][C:8]([N:54]([CH3:53])[CH2:55][C@H:56]([OH:65])[C@@H:57]([OH:64])[C@H:58]([OH:63])[C@H:59]([OH:62])[CH2:60][OH:61])=[O:10])[CH:11]=[CH:12][C:13]=1[CH2:16][N:17]1[C:26](=[O:27])[C:25]([C:28]([NH:29][C:30]2[CH:35]=[CH:34][C:33]([C:36]([F:38])([F:39])[F:37])=[CH:32][C:31]=2[C:40]2[CH:45]=[C:44]([C:46]([F:49])([F:48])[F:47])[N:43]=[CH:42][N:41]=2)=[O:50])=[C:24]([OH:51])[C:19]2([CH2:23][CH2:22][CH2:21][CH2:20]2)[N:18]1[CH3:52], predict the reactants needed to synthesize it. The reactants are: [F:1][C:2]1[C:14]([F:15])=[C:13]([CH2:16][N:17]2[C:26](=[O:27])[C:25]([C:28](=[O:50])[NH:29][C:30]3[CH:35]=[CH:34][C:33]([C:36]([F:39])([F:38])[F:37])=[CH:32][C:31]=3[C:40]3[CH:45]=[C:44]([C:46]([F:49])([F:48])[F:47])[N:43]=[CH:42][N:41]=3)=[C:24]([OH:51])[C:19]3([CH2:23][CH2:22][CH2:21][CH2:20]3)[N:18]2[CH3:52])[CH:12]=[CH:11][C:3]=1[O:4][CH2:5][CH2:6][CH2:7][C:8]([O-:10])=O.[CH3:53][NH:54][CH2:55][C@H:56]([OH:65])[C@@H:57]([OH:64])[C@H:58]([OH:63])[C@H:59]([OH:62])[CH2:60][OH:61].CN(C(ON1N=NC2C=CC=NC1=2)=[N+](C)C)C.F[P-](F)(F)(F)(F)F.C(N(C(C)C)C(C)C)C. (4) Given the product [CH3:91][N:86]1[CH2:87][CH2:88][CH2:89][CH2:90]1.[NH2:1][C@H:2]([C:15]([N:17]([CH2:19][C:20]([NH:22][C@H:23]([C:27]([NH:29][C@H:30]([C:39]([NH:41][C@@H:42]([C:52]([NH:54][C@H:55]([C:66]([NH2:68])=[O:67])[CH2:56][C:57]1[C:65]2[C:60](=[CH:61][CH:62]=[CH:63][CH:64]=2)[NH:59][CH:58]=1)=[O:53])[CH2:43][CH2:44][C:45](=[O:51])[O:46][C:47]([CH3:48])([CH3:49])[CH3:50])=[O:40])[CH2:31][C:32](=[O:38])[O:33][C:34]([CH3:36])([CH3:37])[CH3:35])=[O:28])[C@@H:24]([CH3:26])[OH:25])=[O:21])[CH3:18])=[O:16])[CH2:3][CH2:4][CH2:5][NH:6][NH:7][C:8]([O:10][C:11]([CH3:14])([CH3:13])[CH3:12])=[O:9], predict the reactants needed to synthesize it. The reactants are: [NH2:1][C@H:2]([C:15]([N:17]([CH2:19][C:20]([NH:22][C@H:23]([C:27]([NH:29][C@H:30]([C:39]([NH:41][C@@H:42]([C:52]([NH:54][C@H:55]([C:66]([NH:68]C(OCC1C2C(=CC=CC=2)C2C1=CC=CC=2)=O)=[O:67])[CH2:56][C:57]1[C:65]2[C:60](=[CH:61][CH:62]=[CH:63][CH:64]=2)[NH:59][CH:58]=1)=[O:53])[CH2:43][CH2:44][C:45](=[O:51])[O:46][C:47]([CH3:50])([CH3:49])[CH3:48])=[O:40])[CH2:31][C:32](=[O:38])[O:33][C:34]([CH3:37])([CH3:36])[CH3:35])=[O:28])[C@@H:24]([CH3:26])[OH:25])=[O:21])[CH3:18])=[O:16])[CH2:3][CH2:4][CH2:5][NH:6][NH:7][C:8]([O:10][C:11]([CH3:14])([CH3:13])[CH3:12])=[O:9].[NH:86]1[CH2:91][CH2:90][CH2:89][CH2:88][CH2:87]1. (5) Given the product [Cl:1][C:2]1[CH:11]=[C:10]2[C:5]([C:6]([C:14]3[CH:19]=[CH:18][C:17]([O:20][CH3:21])=[CH:16][C:15]=3[F:22])=[CH:7][C:8]([C:12]([O:25][CH3:24])=[O:27])=[N:9]2)=[CH:4][CH:3]=1, predict the reactants needed to synthesize it. The reactants are: [Cl:1][C:2]1[CH:11]=[C:10]2[C:5]([C:6]([C:14]3[CH:19]=[CH:18][C:17]([O:20][CH3:21])=[CH:16][C:15]=3[F:22])=[CH:7][C:8]([C:12]#N)=[N:9]2)=[CH:4][CH:3]=1.Cl.[CH3:24][OH:25].C[OH:27]. (6) Given the product [C:11]([O:15][C:16]([N:18]1[CH2:23][CH2:22][N:21]([C:2]2[CH:7]=[CH:6][C:5]([N+:8]([O-:10])=[O:9])=[CH:4][N:3]=2)[CH2:20][CH2:19]1)=[O:17])([CH3:14])([CH3:12])[CH3:13], predict the reactants needed to synthesize it. The reactants are: Cl[C:2]1[CH:7]=[CH:6][C:5]([N+:8]([O-:10])=[O:9])=[CH:4][N:3]=1.[C:11]([O:15][C:16]([N:18]1[CH2:23][CH2:22][NH:21][CH2:20][CH2:19]1)=[O:17])([CH3:14])([CH3:13])[CH3:12].C(=O)([O-])[O-].[K+].[K+]. (7) Given the product [CH2:1]([O:3][CH:4]([C:21]1[C:30]([O:31][CH3:32])=[CH:29][C:28]2[C:23](=[CH:24][CH:25]=[CH:26][CH:27]=2)[N:22]=1)[N:5]1[C:9]2[CH:10]=[CH:11][CH:12]=[CH:13][C:8]=2[N:7]=[C:6]1[NH:14][CH:15]1[CH2:20][CH2:19][N:18]([CH2:40][CH:39]([NH:41][C:33](=[O:36])[O:34][C:28]([CH3:29])([CH3:23])[CH3:27])[CH:8]([CH3:13])[CH3:9])[CH2:17][CH2:16]1)[CH3:2], predict the reactants needed to synthesize it. The reactants are: [CH2:1]([O:3][CH:4]([C:21]1[C:30]([O:31][CH3:32])=[CH:29][C:28]2[C:23](=[CH:24][CH:25]=[CH:26][CH:27]=2)[N:22]=1)[N:5]1[C:9]2[CH:10]=[CH:11][CH:12]=[CH:13][C:8]=2[N:7]=[C:6]1[NH:14][CH:15]1[CH2:20][CH2:19][NH:18][CH2:17][CH2:16]1)[CH3:2].[C:33](=[O:36])([O-])[O-:34].[K+].[K+].[C:39](#[N:41])[CH3:40]. (8) Given the product [NH:8]1[CH2:13][CH2:12][CH:11]([NH:14][C:15]2[CH:16]=[C:17]([S:21][C:22]3[CH:27]=[CH:26][C:25]([CH:28]=[CH:29][C:30]([OH:32])=[O:31])=[C:24]([C:33]([F:34])([F:36])[F:35])[C:23]=3[C:37]([F:39])([F:38])[F:40])[CH:18]=[CH:19][CH:20]=2)[CH2:10][CH2:9]1, predict the reactants needed to synthesize it. The reactants are: C(OC([N:8]1[CH2:13][CH2:12][CH:11]([NH:14][C:15]2[CH:20]=[CH:19][CH:18]=[C:17]([S:21][C:22]3[CH:27]=[CH:26][C:25]([CH:28]=[CH:29][C:30]([OH:32])=[O:31])=[C:24]([C:33]([F:36])([F:35])[F:34])[C:23]=3[C:37]([F:40])([F:39])[F:38])[CH:16]=2)[CH2:10][CH2:9]1)=O)(C)(C)C.